From a dataset of Experimentally validated miRNA-target interactions with 360,000+ pairs, plus equal number of negative samples. Binary Classification. Given a miRNA mature sequence and a target amino acid sequence, predict their likelihood of interaction. The miRNA is hsa-miR-517-5p with sequence CCUCUAGAUGGAAGCACUGUCU. The protein sequence of the target gene is MAPRGFSCLLLSTSEIDLPVKRRA. Result: 1 (interaction).